This data is from Full USPTO retrosynthesis dataset with 1.9M reactions from patents (1976-2016). The task is: Predict the reactants needed to synthesize the given product. (1) Given the product [C:13]([C:17]1[N:22]=[C:21]([N:23]2[CH2:28][CH2:27][N:26]([CH2:29][CH2:30][CH2:31][CH2:32][NH:33][C:10]([C:2]3[N:1]=[C:5]4[CH:6]=[N:7][CH:8]=[CH:9][N:4]4[CH:3]=3)=[O:12])[CH2:25][CH2:24]2)[CH:20]=[C:19]([C:34]([F:36])([F:37])[F:35])[N:18]=1)([CH3:16])([CH3:14])[CH3:15], predict the reactants needed to synthesize it. The reactants are: [N:1]1[C:2]([C:10]([OH:12])=O)=[CH:3][N:4]2[CH:9]=[CH:8][N:7]=[CH:6][C:5]=12.[C:13]([C:17]1[N:22]=[C:21]([N:23]2[CH2:28][CH2:27][N:26]([CH2:29][CH2:30][CH2:31][CH2:32][NH2:33])[CH2:25][CH2:24]2)[CH:20]=[C:19]([C:34]([F:37])([F:36])[F:35])[N:18]=1)([CH3:16])([CH3:15])[CH3:14]. (2) Given the product [CH2:1]([O:4][C:5]1([CH3:34])[CH2:10][CH2:9][N:8]([C:11]2[N:16]3[N:17]=[C:18]([CH2:20][O:21][C:39]4[CH:40]=[CH:41][CH:42]=[CH:43][C:38]=4[CH2:35][CH:36]=[CH2:37])[CH:19]=[C:15]3[N:14]=[C:13]([CH3:22])[C:12]=2[C@H:23]([O:29][C:30]([CH3:33])([CH3:32])[CH3:31])[C:24]([O:26][CH2:27][CH3:28])=[O:25])[CH2:7][CH2:6]1)[CH:2]=[CH2:3], predict the reactants needed to synthesize it. The reactants are: [CH2:1]([O:4][C:5]1([CH3:34])[CH2:10][CH2:9][N:8]([C:11]2[N:16]3[N:17]=[C:18]([CH2:20][OH:21])[CH:19]=[C:15]3[N:14]=[C:13]([CH3:22])[C:12]=2[C@H:23]([O:29][C:30]([CH3:33])([CH3:32])[CH3:31])[C:24]([O:26][CH2:27][CH3:28])=[O:25])[CH2:7][CH2:6]1)[CH:2]=[CH2:3].[CH2:35]([C:38]1[CH:43]=[CH:42][CH:41]=[CH:40][C:39]=1O)[CH:36]=[CH2:37].C1C=CC(P(C2C=CC=CC=2)C2C=CC=CC=2)=CC=1.CCOC(/N=N/C(OCC)=O)=O. (3) Given the product [CH:43]([O:42][C:38]1[N:37]=[C:36]([CH3:46])[C:35]([C:8]2[CH:7]=[CH:6][C:5]([C:19]3[N:23]([C@H:24]4[CH2:28][CH2:27][O:26][CH2:25]4)[N:22]=[CH:21][C:20]=3[C:29]([O:31][CH2:32][CH3:33])=[O:30])=[C:4]([N+:1]([O-:3])=[O:2])[CH:9]=2)=[C:40]([CH3:41])[CH:39]=1)([CH3:45])[CH3:44], predict the reactants needed to synthesize it. The reactants are: [N+:1]([C:4]1[CH:9]=[C:8](B2OC(C)(C)C(C)(C)O2)[CH:7]=[CH:6][C:5]=1[C:19]1[N:23]([C@H:24]2[CH2:28][CH2:27][O:26][CH2:25]2)[N:22]=[CH:21][C:20]=1[C:29]([O:31][CH2:32][CH3:33])=[O:30])([O-:3])=[O:2].Br[C:35]1[C:36]([CH3:46])=[N:37][C:38]([O:42][CH:43]([CH3:45])[CH3:44])=[CH:39][C:40]=1[CH3:41].C(=O)([O-])[O-].[Cs+].[Cs+]. (4) Given the product [Cl:14][C:17]1[C:18]2[C:19](=[CH:20][CH:21]=[C:22]([NH:24][CH2:48][C:49]3[CH:58]=[CH:57][C:56]4[O:76][CH2:53][CH2:54][C:55]=4[CH:50]=3)[CH:23]=2)[C:8](=[O:12])[NH:7][N:6]=1, predict the reactants needed to synthesize it. The reactants are: BrC1C=C2C(=CC=1)[C:8](=[O:12])[NH:7][N:6]=C2Cl.[ClH:14].O1[C:19]2[CH:20]=[CH:21][C:22]([NH:24]C)=[CH:23][C:18]=2[CH2:17]C1.C1C=CC(P(C2[C:48]([C:49]3[C:58](P(C4C=CC=CC=4)C4C=CC=CC=4)=[CH:57][CH:56]=[C:55]4[C:50]=3C=C[CH:53]=[CH:54]4)=C3C(C=CC=C3)=CC=2)C2C=CC=CC=2)=CC=1.CC([O-:76])(C)C.[Na+]. (5) Given the product [NH3:9].[CH3:7][C:8]1[C:12]([CH2:13][CH2:14][C:15]([NH:21][NH:20][C:19]([O:23][C:24]([CH3:27])([CH3:26])[CH3:25])=[O:22])=[O:17])=[C:11]([CH3:18])[O:10][N:9]=1, predict the reactants needed to synthesize it. The reactants are: C(Cl)(=O)C(Cl)=O.[CH3:7][C:8]1[C:12]([CH2:13][CH2:14][C:15]([OH:17])=O)=[C:11]([CH3:18])[O:10][N:9]=1.[C:19]([O:23][C:24]([CH3:27])([CH3:26])[CH3:25])(=[O:22])[NH:20][NH2:21]. (6) Given the product [CH3:14][N:15]1[CH2:2][CH2:3][N:4]2[N:5]=[C:6]([N+:11]([O-:13])=[O:12])[CH:7]=[C:8]2[CH2:9]1, predict the reactants needed to synthesize it. The reactants are: Br[CH2:2][CH2:3][N:4]1[C:8]([CH2:9]O)=[CH:7][C:6]([N+:11]([O-:13])=[O:12])=[N:5]1.[CH3:14][NH2:15]. (7) Given the product [CH3:63][O:64][C:65]1[CH:71]=[C:70]([N:72]2[CH:76]=[N:75][N:74]=[N:73]2)[CH:69]=[CH:68][C:66]=1[NH:67][C:30]([CH:20]1[NH:19][CH:18]([CH2:33][C:34]([CH3:36])([CH3:35])[CH3:37])[C:17]2([C:12]3[C:13](=[CH:14][C:9]([Cl:8])=[CH:10][CH:11]=3)[NH:15][C:16]2=[O:38])[CH:21]1[C:22]1[CH:27]=[CH:26][CH:25]=[C:24]([Cl:28])[C:23]=1[F:29])=[O:32], predict the reactants needed to synthesize it. The reactants are: FC(F)(F)C(O)=O.[Cl:8][C:9]1[CH:14]=[C:13]2[NH:15][C:16](=[O:38])[C:17]3([CH:21]([C:22]4[CH:27]=[CH:26][CH:25]=[C:24]([Cl:28])[C:23]=4[F:29])[CH:20]([C:30]([OH:32])=O)[NH:19][CH:18]3[CH2:33][C:34]([CH3:37])([CH3:36])[CH3:35])[C:12]2=[CH:11][CH:10]=1.C(N(C(C)C)CC)(C)C.C1(P(Cl)(C2C=CC=CC=2)=O)C=CC=CC=1.[CH3:63][O:64][C:65]1[CH:71]=[C:70]([N:72]2[CH:76]=[N:75][N:74]=[N:73]2)[CH:69]=[CH:68][C:66]=1[NH2:67]. (8) Given the product [NH2:36][C:16]1[C:15]([C:37]#[N:38])=[C:14]([CH:11]2[CH2:12][CH2:13][N:8]([C:6](=[O:7])[CH2:5][OH:4])[CH2:9][CH2:10]2)[C:19]([C:20]#[N:21])=[C:18]([S:22][CH2:23][C:24]2[N:25]=[C:26]([C:29]3[CH:34]=[CH:33][C:32]([Cl:35])=[CH:31][CH:30]=3)[S:27][CH:28]=2)[N:17]=1, predict the reactants needed to synthesize it. The reactants are: C([O:4][CH2:5][C:6]([N:8]1[CH2:13][CH2:12][CH:11]([C:14]2[C:19]([C:20]#[N:21])=[C:18]([S:22][CH2:23][C:24]3[N:25]=[C:26]([C:29]4[CH:34]=[CH:33][C:32]([Cl:35])=[CH:31][CH:30]=4)[S:27][CH:28]=3)[N:17]=[C:16]([NH2:36])[C:15]=2[C:37]#[N:38])[CH2:10][CH2:9]1)=[O:7])(=O)C.[OH-].[Li+].